Dataset: Catalyst prediction with 721,799 reactions and 888 catalyst types from USPTO. Task: Predict which catalyst facilitates the given reaction. (1) Reactant: [C:1]([C:4]1[CH:9]=[CH:8][C:7]([C:10]2[CH:11]=[CH:12][C:13]3[N:14]([C:16]([C:19]#[C:20][C:21]4[CH:26]=[CH:25][N:24]=[C:23]([NH:27]C(=O)OC(C)(C)C)[CH:22]=4)=[CH:17][N:18]=3)[N:15]=2)=[CH:6][CH:5]=1)(=[O:3])[NH2:2].C(O)(C(F)(F)F)=O.C([O-])(O)=O.[Na+]. Product: [NH2:27][C:23]1[CH:22]=[C:21]([C:20]#[C:19][C:16]2[N:14]3[N:15]=[C:10]([C:7]4[CH:8]=[CH:9][C:4]([C:1]([NH2:2])=[O:3])=[CH:5][CH:6]=4)[CH:11]=[CH:12][C:13]3=[N:18][CH:17]=2)[CH:26]=[CH:25][N:24]=1. The catalyst class is: 34. (2) Reactant: [H-].[Na+].C(OP([CH2:11][C:12]([O:14][CH2:15][CH3:16])=[O:13])(OCC)=O)C.[N+:17]([C:20]1[CH:27]=[CH:26][CH:25]=[CH:24][C:21]=1[CH:22]=O)([O-:19])=[O:18].Cl. The catalyst class is: 30. Product: [N+:17]([C:20]1[CH:27]=[CH:26][CH:25]=[CH:24][C:21]=1[CH:22]=[CH:11][C:12]([O:14][CH2:15][CH3:16])=[O:13])([O-:19])=[O:18]. (3) Reactant: CN(CCN(C)C)C.[Li]CCCC.CCCCCC.[CH:20]([N:24]1[CH:28]=[CH:27][N:26]=[CH:25]1)([CH2:22][CH3:23])[CH3:21].[I:29]I. Product: [CH:20]([N:24]1[C:28]([I:29])=[CH:27][N:26]=[CH:25]1)([CH2:22][CH3:23])[CH3:21]. The catalyst class is: 773.